Dataset: Reaction yield outcomes from USPTO patents with 853,638 reactions. Task: Predict the reaction yield, written as a fraction of the theoretical maximum amount of product (1.0 means a 100% yield; for example, 0.34 means a 34% yield). (1) The reactants are [F:1][C:2]1[CH:7]=[CH:6][CH:5]=[C:4]([OH:8])[C:3]=1[C:9]1[N:18]=[C:17]([N:19]2[CH2:23][CH2:22][C@@H:21]([NH:24][C:25](=[O:29])[O:26][CH2:27][CH3:28])[CH2:20]2)[C:16]2[C:11](=[CH:12][C:13]([CH3:30])=[CH:14][CH:15]=2)[N:10]=1.[ClH:31]. The catalyst is C(Cl)Cl.CCOCC. The product is [ClH:31].[F:1][C:2]1[CH:7]=[CH:6][CH:5]=[C:4]([OH:8])[C:3]=1[C:9]1[N:18]=[C:17]([N:19]2[CH2:23][CH2:22][C@@H:21]([NH:24][C:25](=[O:29])[O:26][CH2:27][CH3:28])[CH2:20]2)[C:16]2[C:11](=[CH:12][C:13]([CH3:30])=[CH:14][CH:15]=2)[N:10]=1. The yield is 1.00. (2) The reactants are [Br:1][C:2]1[S:3][C:4]([CH:7]=O)=[CH:5][N:6]=1.C(O[BH-](OC(=O)C)OC(=O)C)(=O)C.[Na+].[CH3:23][CH:24]([CH3:27])[CH2:25][NH2:26].C(O)(=O)C.[OH-].[Na+]. The catalyst is ClC(Cl)C. The product is [Br:1][C:2]1[S:3][C:4]([CH2:7][NH:26][CH2:25][CH:24]([CH3:27])[CH3:23])=[CH:5][N:6]=1. The yield is 0.800. (3) The reactants are N1CCC[C@H]1C(O)=O.[N:9]1[C:18]2[C:13](=[CH:14][C:15]([CH:19]([CH3:23])[CH2:20][CH:21]=[O:22])=[CH:16][CH:17]=2)[CH:12]=[CH:11][CH:10]=1.[Cl:24]N1C(=O)CCC1=O. The catalyst is C(Cl)(Cl)Cl. The product is [Cl:24][CH:20]([CH:19]([C:15]1[CH:14]=[C:13]2[C:18](=[CH:17][CH:16]=1)[N:9]=[CH:10][CH:11]=[CH:12]2)[CH3:23])[CH:21]=[O:22]. The yield is 0.820. (4) The reactants are [F:1][C:2]([F:14])([F:13])[C:3]1[CH:8]=[CH:7][C:6]([CH2:9][C:10]([OH:12])=O)=[CH:5][CH:4]=1.C(N1C=CN=C1)(N1C=CN=C1)=O.Cl.[NH2:28][CH2:29][C:30]1[CH:39]=[CH:38][CH:37]=[C:36]2[C:31]=1[C:32](=[O:49])[N:33]([CH:41]1[CH2:46][CH2:45][C:44](=[O:47])[NH:43][C:42]1=[O:48])[C:34]([CH3:40])=[N:35]2. The catalyst is CN(C=O)C. The product is [O:48]=[C:42]1[CH:41]([N:33]2[C:32](=[O:49])[C:31]3[C:36](=[CH:37][CH:38]=[CH:39][C:30]=3[CH2:29][NH:28][C:10](=[O:12])[CH2:9][C:6]3[CH:5]=[CH:4][C:3]([C:2]([F:1])([F:14])[F:13])=[CH:8][CH:7]=3)[N:35]=[C:34]2[CH3:40])[CH2:46][CH2:45][C:44](=[O:47])[NH:43]1. The yield is 0.740. (5) The product is [N:12]1[CH:17]=[CH:16][CH:15]=[C:14]([C:14]2[CH:13]=[C:8]([CH:9]=[CH:16][C:15]=2[O:4][CH3:1])[CH:7]=[O:11])[CH:13]=1. The catalyst is C1(C)C=CC=CC=1.C(O)C.C1C=CC([P]([Pd]([P](C2C=CC=CC=2)(C2C=CC=CC=2)C2C=CC=CC=2)([P](C2C=CC=CC=2)(C2C=CC=CC=2)C2C=CC=CC=2)[P](C2C=CC=CC=2)(C2C=CC=CC=2)C2C=CC=CC=2)(C2C=CC=CC=2)C2C=CC=CC=2)=CC=1. The yield is 0.870. The reactants are [C:1](=[O:4])([O-])[O-].[Na+].[Na+].[CH:7]([OH:11])(O)[CH2:8][CH3:9].[N:12]1[CH:17]=[CH:16][CH:15]=[C:14](B(O)O)[CH:13]=1.O.